This data is from Reaction yield outcomes from USPTO patents with 853,638 reactions. The task is: Predict the reaction yield, written as a fraction of the theoretical maximum amount of product (1.0 means a 100% yield; for example, 0.34 means a 34% yield). (1) The reactants are [NH2:1][C:2]1[CH:7]=CN=[C:4]([C:8]2[CH:9]=[C:10]([NH:15][CH2:16][CH2:17][N:18]([CH3:20])[CH3:19])[CH:11]=[C:12]([F:14])[CH:13]=2)[C:3]=1[N+:21]([O-])=O.[NH4+:24].[Cl-].[CH3:26]O. The catalyst is [Zn]. The product is [CH3:20][N:18]([CH3:19])[CH2:17][CH2:16][NH:15][C:10]1[CH:9]=[C:8]([C:4]2[C:3]([NH2:21])=[C:2]([NH2:1])[CH:7]=[N:24][CH:26]=2)[CH:13]=[C:12]([F:14])[CH:11]=1. The yield is 0.882. (2) The reactants are [F:1][C:2]1[C:3]2[N:4]([CH:20]=[N:21][CH:22]=2)[C:5]([NH:11][C:12]2[CH:17]=[CH:16][C:15]([I:18])=[CH:14][C:13]=2[F:19])=[C:6]([C:8]([OH:10])=O)[CH:7]=1.[CH3:23][C:24]1([CH3:32])[O:28][C@@H:27]([CH2:29][O:30][NH2:31])[CH2:26][O:25]1.CCN=C=NCCCN(C)C.C1C=CC2N(O)N=NC=2C=1.CCN(C(C)C)C(C)C. The catalyst is CN(C=O)C. The product is [CH3:23][C:24]1([CH3:32])[O:28][C@@H:27]([CH2:29][O:30][NH:31][C:8]([C:6]2[CH:7]=[C:2]([F:1])[C:3]3[N:4]([CH:20]=[N:21][CH:22]=3)[C:5]=2[NH:11][C:12]2[CH:17]=[CH:16][C:15]([I:18])=[CH:14][C:13]=2[F:19])=[O:10])[CH2:26][O:25]1. The yield is 0.970. (3) The reactants are C(O)(C(F)(F)F)=O.[Cl:8][C:9]1[C:17]2[N:16]([CH2:18][CH2:19][O:20][C:21]3[CH:26]=[CH:25][CH:24]=[CH:23][CH:22]=3)[C:15]3[CH2:27][CH2:28][N:29](C(OC(C)(C)C)=O)[CH2:30][CH2:31][C:14]=3[C:13]=2[C:12]([Cl:39])=[CH:11][CH:10]=1.[OH-].[Na+]. The catalyst is C(Cl)Cl. The product is [ClH:8].[Cl:8][C:9]1[C:17]2[N:16]([CH2:18][CH2:19][O:20][C:21]3[CH:26]=[CH:25][CH:24]=[CH:23][CH:22]=3)[C:15]3[CH2:27][CH2:28][NH:29][CH2:30][CH2:31][C:14]=3[C:13]=2[C:12]([Cl:39])=[CH:11][CH:10]=1. The yield is 0.300.